From a dataset of Reaction yield outcomes from USPTO patents with 853,638 reactions. Predict the reaction yield, written as a fraction of the theoretical maximum amount of product (1.0 means a 100% yield; for example, 0.34 means a 34% yield). (1) The reactants are [NH:1]1[CH2:4][CH:3]([C:5]2[CH:10]=[C:9]([N:11]3[CH2:15][CH2:14][C:13]([F:17])([F:16])[CH2:12]3)[N:8]=[C:7]([NH:18][C:19]3[CH:24]=[C:23]([C:25]([F:28])([F:27])[F:26])[CH:22]=[CH:21][N:20]=3)[CH:6]=2)[CH2:2]1.O1[CH2:34][CH2:33][O:32][CH2:31]C1.C(N(C(C)C)C(C)C)C.O1CC(=O)C1.C(O[BH-](OC(=O)C)OC(=O)C)(=O)C.[Na+]. No catalyst specified. The product is [F:16][C:13]1([F:17])[CH2:14][CH2:15][N:11]([C:9]2[N:8]=[C:7]([NH:18][C:19]3[CH:24]=[C:23]([C:25]([F:28])([F:26])[F:27])[CH:22]=[CH:21][N:20]=3)[CH:6]=[C:5]([CH:3]3[CH2:2][N:1]([CH:34]4[CH2:31][O:32][CH2:33]4)[CH2:4]3)[CH:10]=2)[CH2:12]1. The yield is 0.0330. (2) The reactants are [N+:1]([C:4]1[C:5]([C:28](OCC)=[O:29])=[N:6][C:7]([NH:19][C:20]2[CH:25]=[CH:24][CH:23]=[CH:22][C:21]=2[CH2:26][OH:27])=[N:8][C:9]=1[NH:10][C:11]1[CH:16]=[CH:15][CH:14]=[CH:13][C:12]=1[O:17][CH3:18])([O-])=O.ClC1N=C([C:40](OCC)=[O:41])C([N+]([O-])=O)=C(NC2C=CC=CC=2OC)N=1.[NH2:57]C1C=CC=CC=1CO.C(N(C(C)C)CC)(C)C. The catalyst is CN(C)C=O. The product is [OH:27][CH2:26][C:21]1[CH:22]=[CH:23][CH:24]=[CH:25][C:20]=1[NH:19][C:7]1[N:8]=[C:9]2[C:4]([NH:1][C:40](=[O:41])[N:10]2[C:11]2[CH:16]=[CH:15][CH:14]=[CH:13][C:12]=2[O:17][CH3:18])=[C:5]([C:28]([NH2:57])=[O:29])[N:6]=1. The yield is 0.860.